Predict the product of the given reaction. From a dataset of Forward reaction prediction with 1.9M reactions from USPTO patents (1976-2016). (1) Given the reactants [CH3:1][O:2][C:3]1[CH:4]=[C:5]2[C:10](=[CH:11][C:12]=1[CH3:13])[N:9]=[CH:8][CH:7]=[CH:6]2.C1C(=O)N([Br:21])C(=O)C1.[OH-].[K+], predict the reaction product. The product is: [Br:21][C:4]1[C:3]([O:2][CH3:1])=[C:12]([CH3:13])[CH:11]=[C:10]2[C:5]=1[CH:6]=[CH:7][CH:8]=[N:9]2. (2) The product is: [CH2:1]1[O:9][C:8]2[CH:7]=[CH:6][C:5]([CH:10]3[C:22]4[NH:21][C:20]5[C:15](=[CH:16][CH:17]=[CH:18][CH:19]=5)[C:14]=4[CH2:13][CH2:12][N:11]3[C:24]3[N:25]=[CH:26][C:27]([C:30]4[CH:35]=[CH:34][C:33]([O:36][CH3:37])=[C:32]([O:38][CH3:39])[CH:31]=4)=[CH:28][N:29]=3)=[CH:4][C:3]=2[O:2]1. Given the reactants [CH2:1]1[O:9][C:8]2[CH:7]=[CH:6][C:5]([CH:10]3[C:22]4[NH:21][C:20]5[C:15](=[CH:16][CH:17]=[CH:18][CH:19]=5)[C:14]=4[CH2:13][CH2:12][NH:11]3)=[CH:4][C:3]=2[O:2]1.Cl[C:24]1[N:29]=[CH:28][C:27]([C:30]2[CH:35]=[CH:34][C:33]([O:36][CH3:37])=[C:32]([O:38][CH3:39])[CH:31]=2)=[CH:26][N:25]=1, predict the reaction product. (3) Given the reactants [H-].[Na+].Cl.[NH2:4][C:5]([NH2:7])=[NH:6].[C:8]([O:12][C:13](=[O:36])[C@H:14]([CH2:31][CH2:32][C:33](=[O:35])[NH2:34])[NH:15][S:16]([C:19]1[CH:28]=[C:27]2[C:22]([C:23]([Cl:30])=[CH:24][N:25]=[C:26]2Cl)=[CH:21][CH:20]=1)(=[O:18])=[O:17])([CH3:11])([CH3:10])[CH3:9].O, predict the reaction product. The product is: [NH3:4].[C:8]([O:12][C:13](=[O:36])[C@H:14]([CH2:31][CH2:32][C:33](=[O:35])[NH2:34])[NH:15][S:16]([C:19]1[CH:28]=[C:27]2[C:22]([C:23]([Cl:30])=[CH:24][N:25]=[C:26]2[NH:6][C:5]([NH2:7])=[NH:4])=[CH:21][CH:20]=1)(=[O:17])=[O:18])([CH3:11])([CH3:9])[CH3:10]. (4) Given the reactants I[C@@H:2]1[CH2:7][CH2:6][C@H:5]2[C:8]([O:10][C@@H:3]1[CH2:4]2)=[O:9].[CH:11]1(C(O)=O)CCC=C[CH2:12]1.N12CCCN=C1CCCCC2.I.C12C(=O)[O:38]C(C1)C=CC2.[OH-].[K+], predict the reaction product. The product is: [OH:10][C@@H:3]1[CH2:4][C@H:5]([C:8]([O:9][CH2:11][CH3:12])=[O:38])[CH2:6][CH:7]=[CH:2]1. (5) Given the reactants [I:1][C:2]1[CH:11]=[CH:10][CH:9]=[C:8]2[C:3]=1[CH2:4][CH2:5][N:6]1C(=O)C(=O)O[C:7]12[CH3:17], predict the reaction product. The product is: [I:1][C:2]1[CH:11]=[CH:10][CH:9]=[C:8]2[C:3]=1[CH2:4][CH2:5][N:6]=[C:7]2[CH3:17]. (6) Given the reactants [CH:1]1([C:4]2[CH:5]=[N:6][C:7]([NH:14][C:15]3[CH:16]=[C:17]4[C:21](=[CH:22][CH:23]=3)[NH:20][CH:19]=[CH:18]4)=[C:8]([CH:13]=2)[C:9]([O:11]C)=[O:10])[CH2:3][CH2:2]1.CC(C)([O-])C.[K+].[F:30][C:31]1[CH:38]=[C:37]([F:39])[CH:36]=[CH:35][C:32]=1[CH2:33]Br.[OH-].[Na+].Cl, predict the reaction product. The product is: [CH:1]1([C:4]2[CH:5]=[N:6][C:7]([NH:14][C:15]3[CH:16]=[C:17]4[C:21](=[CH:22][CH:23]=3)[N:20]([CH2:33][C:32]3[CH:35]=[CH:36][C:37]([F:39])=[CH:38][C:31]=3[F:30])[CH:19]=[CH:18]4)=[C:8]([CH:13]=2)[C:9]([OH:11])=[O:10])[CH2:3][CH2:2]1.